This data is from Experimentally validated miRNA-target interactions with 360,000+ pairs, plus equal number of negative samples. The task is: Binary Classification. Given a miRNA mature sequence and a target amino acid sequence, predict their likelihood of interaction. The miRNA is hsa-miR-3923 with sequence AACUAGUAAUGUUGGAUUAGGG. The protein sequence of the target gene is MAPSGPGSSARRRCRRVLYWIPVVFITLLLGWSYYAYAIQLCIVSMENTGEQVVCLMAYHLLFAMFVWSYWKTIFTLPMNPSKEFHLSYAEKDLLEREPRGEAHQEVLRRAAKDLPIYTRTMSGAIRYCDRCQLIKPDRCHHCSVCDKCILKMDHHCPWVNNCVGFSNYKFFLLFLAYSLLYCLFIAATDLQYFIKFWTNGLPDTQAKFHIMFLFFAAAMFSVSLSSLFGYHCWLVSKNKSTLEAFRSPVFRHGTDKNGFSLGFSKNMRQVFGDEKKYWLLPIFSSLGDGCSFPTCLVNQ.... Result: 0 (no interaction).